Dataset: Reaction yield outcomes from USPTO patents with 853,638 reactions. Task: Predict the reaction yield, written as a fraction of the theoretical maximum amount of product (1.0 means a 100% yield; for example, 0.34 means a 34% yield). (1) The reactants are [CH3:1][O:2][C:3]([C:5]1[CH:15]=[C:14]([O:16]C)[C:8]2[CH2:9][C:10]([CH3:13])([CH3:12])[O:11][C:7]=2[CH:6]=1)=[O:4].COC(C1C=C(OC)C=C2OC(C)(C)CC=12)=O.B(Br)(Br)Br. The catalyst is C(Cl)Cl. The product is [CH3:1][O:2][C:3]([C:5]1[CH:15]=[C:14]([OH:16])[C:8]2[CH2:9][C:10]([CH3:13])([CH3:12])[O:11][C:7]=2[CH:6]=1)=[O:4]. The yield is 0.100. (2) The reactants are [F:1][C:2]1[CH:7]=[C:6]([F:8])[CH:5]=[CH:4][C:3]=1[NH:9][C:10]([NH:12][C:13]1[CH:18]=[CH:17][C:16]([O:19][CH3:20])=[C:15]([C:21]2[NH:22][N:23]=[CH:24][CH:25]=2)[CH:14]=1)=[O:11].[Br:26]N1C(=O)CCC1=O.C([O-])(O)=O.[Na+].[O-]S([O-])(=S)=O.[Na+].[Na+]. The catalyst is CN(C=O)C. The product is [Br:26][C:25]1[CH:24]=[N:23][NH:22][C:21]=1[C:15]1[CH:14]=[C:13]([NH:12][C:10]([NH:9][C:3]2[CH:4]=[CH:5][C:6]([F:8])=[CH:7][C:2]=2[F:1])=[O:11])[CH:18]=[CH:17][C:16]=1[O:19][CH3:20]. The yield is 0.920. (3) The reactants are [CH:1]1([S:7]([C:10]2[CH:17]=[CH:16][C:13]([C:14]#[N:15])=[CH:12][CH:11]=2)(=[O:9])=[O:8])[CH2:6][CH2:5][CH2:4][CH2:3][CH2:2]1.B.C1COCC1.Cl. The catalyst is C1COCC1. The product is [CH:1]1([S:7]([C:10]2[CH:11]=[CH:12][C:13]([CH2:14][NH2:15])=[CH:16][CH:17]=2)(=[O:9])=[O:8])[CH2:6][CH2:5][CH2:4][CH2:3][CH2:2]1. The yield is 0.500.